Predict the reaction yield, written as a fraction of the theoretical maximum amount of product (1.0 means a 100% yield; for example, 0.34 means a 34% yield). From a dataset of Reaction yield outcomes from USPTO patents with 853,638 reactions. (1) The reactants are [C:1](OC(=O)C)(=[O:3])[CH3:2].Cl.[Cl:9][C:10]1[C:11]([F:36])=[C:12]([CH:33]=[CH:34][CH:35]=1)[NH:13][C:14]1[C:23]2[C:18](=[CH:19][C:20]([O:31][CH3:32])=[C:21]([O:24][C@H:25]3[CH2:30][CH2:29][CH2:28][NH:27][CH2:26]3)[CH:22]=2)[N:17]=[CH:16][N:15]=1.C(N(C(C)C)CC)(C)C. The catalyst is C(Cl)Cl. The product is [C:1]([N:27]1[CH2:28][CH2:29][CH2:30][C@H:25]([O:24][C:21]2[CH:22]=[C:23]3[C:18](=[CH:19][C:20]=2[O:31][CH3:32])[N:17]=[CH:16][N:15]=[C:14]3[NH:13][C:12]2[CH:33]=[CH:34][CH:35]=[C:10]([Cl:9])[C:11]=2[F:36])[CH2:26]1)(=[O:3])[CH3:2]. The yield is 0.660. (2) The reactants are [CH:1]1([N:4]2[CH:8]=[CH:7][N:6]=[CH:5]2)[CH2:3][CH2:2]1.[Br:9]N1C(C)(C)C(=O)N(Br)C1=O. The catalyst is C(Cl)Cl. The product is [Br:9][C:8]1[N:4]([CH:1]2[CH2:3][CH2:2]2)[CH:5]=[N:6][CH:7]=1. The yield is 0.370. (3) The reactants are [CH3:1][O:2][C:3]1[CH:4]=[C:5]2[C:10](=[CH:11][C:12]=1[O:13][CH3:14])[N:9]=[CH:8][N:7]=[C:6]2[S:15][C:16]1[CH:17]=[C:18]([CH:20]=[CH:21][CH:22]=1)[NH2:19].[CH3:23][O:24][CH2:25][CH2:26][O:27][C:28]1[CH:29]=[C:30]([NH:38][C:39](=O)[O:40]C2C=CC=CC=2)[CH:31]=[C:32]([C:34]([F:37])([F:36])[F:35])[CH:33]=1. No catalyst specified. The product is [CH3:1][O:2][C:3]1[CH:4]=[C:5]2[C:10](=[CH:11][C:12]=1[O:13][CH3:14])[N:9]=[CH:8][N:7]=[C:6]2[S:15][C:16]1[CH:17]=[C:18]([NH:19][C:39]([NH:38][C:30]2[CH:31]=[C:32]([C:34]([F:36])([F:37])[F:35])[CH:33]=[C:28]([O:27][CH2:26][CH2:25][O:24][CH3:23])[CH:29]=2)=[O:40])[CH:20]=[CH:21][CH:22]=1. The yield is 0.690. (4) The reactants are Cl[CH2:2][CH2:3][C:4](Cl)=[O:5].[NH:7]1[C:16]2[C:11](=[CH:12][CH:13]=[CH:14][CH:15]=2)[CH2:10][CH2:9][CH2:8]1.Cl.[Al+3].[Cl-].[Cl-].[Cl-].[Na+].[Cl-]. The catalyst is CC(C)=O.O. The product is [CH2:2]1[C:15]2[C:16]3=[C:11]([CH2:10][CH2:9][CH2:8][N:7]3[C:4](=[O:5])[CH2:3]1)[CH:12]=[CH:13][CH:14]=2. The yield is 0.880. (5) The reactants are [Cl:1][C:2]1[N:7]=[C:6](Cl)[C:5]([N+:9]([O-:11])=[O:10])=[CH:4][N:3]=1.[CH:12]1([NH2:17])[CH2:16][CH2:15][CH2:14][CH2:13]1. The catalyst is C1COCC1. The product is [Cl:1][C:2]1[N:7]=[C:6]([NH:17][CH:12]2[CH2:16][CH2:15][CH2:14][CH2:13]2)[C:5]([N+:9]([O-:11])=[O:10])=[CH:4][N:3]=1. The yield is 0.850. (6) The reactants are [N+:1]([C:4]1[CH:5]=[C:6]2[C:10](=[CH:11][CH:12]=1)[NH:9][CH:8]=[C:7]2[CH:13]=O)([O-:3])=[O:2].[CH3:15][N:16]1[CH:20]=[CH:19][N:18]=[C:17]1[S:21]([CH2:24][C:25]#[N:26])(=[O:23])=[O:22]. No catalyst specified. The product is [CH3:15][N:16]1[CH:20]=[CH:19][N:18]=[C:17]1[S:21]([C:24](=[CH:13][C:7]1[C:6]2[C:10](=[CH:11][CH:12]=[C:4]([N+:1]([O-:3])=[O:2])[CH:5]=2)[NH:9][CH:8]=1)[C:25]#[N:26])(=[O:23])=[O:22]. The yield is 0.930. (7) The catalyst is C(O)C. The yield is 0.900. The product is [N:1]1[CH:2]=[CH:3][C:4]([C:7]2[NH:16][C:10]3[N:11]=[CH:12][N:13]4[CH:18]=[CH:19][N:15]=[C:14]4[C:9]=3[CH:8]=2)=[CH:5][CH:6]=1. The reactants are [N:1]1[CH:6]=[CH:5][C:4]([C:7]2[NH:16][C:10]3[N:11]=[CH:12][N:13]=[C:14]([NH2:15])[C:9]=3[CH:8]=2)=[CH:3][CH:2]=1.Cl[CH2:18][CH:19]=O.